From a dataset of Retrosynthesis with 50K atom-mapped reactions and 10 reaction types from USPTO. Predict the reactants needed to synthesize the given product. (1) The reactants are: CCOC(=O)CP(=O)(OCC)OCC.COC(C=O)OC. Given the product CCOC(=O)/C=C/C(OC)OC, predict the reactants needed to synthesize it. (2) Given the product CCOc1ccc(C2CCC(C3CCC4(CC3)OCCO4)CC2O)c(F)c1F, predict the reactants needed to synthesize it. The reactants are: CCOc1ccc(C2=CCC(C3CCC4(CC3)OCCO4)CC2)c(F)c1F.OO.